From a dataset of Peptide-MHC class I binding affinity with 185,985 pairs from IEDB/IMGT. Regression. Given a peptide amino acid sequence and an MHC pseudo amino acid sequence, predict their binding affinity value. This is MHC class I binding data. The peptide sequence is KTTKSWLQK. The binding affinity (normalized) is 0.0847. The MHC is HLA-B15:17 with pseudo-sequence HLA-B15:17.